Dataset: HIV replication inhibition screening data with 41,000+ compounds from the AIDS Antiviral Screen. Task: Binary Classification. Given a drug SMILES string, predict its activity (active/inactive) in a high-throughput screening assay against a specified biological target. (1) The result is 0 (inactive). The molecule is O=C(C=Cc1ccccc1)CSc1ncn[nH]1. (2) The compound is COc1cc2c(cc1OC)C(CCl)c1cc(OC)c(OC)cc1C=C2. The result is 0 (inactive). (3) The drug is O=C(c1ccccc1)N1OC12CCCCC2. The result is 0 (inactive). (4) The molecule is O=C(O)C1CCCN1C(=O)c1cc(Cl)ccn1. The result is 0 (inactive). (5) The drug is [N-]=[N+]=NCC1OCOC(CN=[N+]=[N-])C(OCCOCCCl)C1OCCOCCCl. The result is 0 (inactive). (6) The drug is Cc1cc2c(c(S(=O)(=O)c3ccccc3[N+](=O)[O-])c1)NCCC2. The result is 1 (active). (7) The drug is C=C(C)C1CCC2(C(=O)O)CCC3(C)C(CCC4C5(C)CCC(C(=O)C=Cc6ccc(O)cc6)C(C)(C)C5CCC43C)C12. The result is 0 (inactive). (8) The drug is CCOC(=O)C1=C(Nc2ccccc2)SCC1=NNC(=O)Cc1ccccc1. The result is 0 (inactive). (9) The drug is Cc1ccc(S(=O)(=O)OC(F)(F)C(F)(F)F)cc1. The result is 0 (inactive).